From a dataset of Forward reaction prediction with 1.9M reactions from USPTO patents (1976-2016). Predict the product of the given reaction. Given the reactants [C:1]1([CH3:20])[CH:6]=[CH:5][C:4]([C:7]2[O:8][C:9]3[C:15]([C:16]([O:18][CH3:19])=[O:17])=[CH:14][CH:13]=[CH:12][C:10]=3[N:11]=2)=[CH:3][CH:2]=1.C1C(=O)N([Br:28])C(=O)C1, predict the reaction product. The product is: [Br:28][CH2:20][C:1]1[CH:2]=[CH:3][C:4]([C:7]2[O:8][C:9]3[C:15]([C:16]([O:18][CH3:19])=[O:17])=[CH:14][CH:13]=[CH:12][C:10]=3[N:11]=2)=[CH:5][CH:6]=1.